Predict the reaction yield, written as a fraction of the theoretical maximum amount of product (1.0 means a 100% yield; for example, 0.34 means a 34% yield). From a dataset of Reaction yield outcomes from USPTO patents with 853,638 reactions. (1) The reactants are Br[C:2]1[CH:18]=[CH:17][C:5]([C:6]([NH:8][CH2:9][C:10]2[C:11]([CH3:16])=[N:12][O:13][C:14]=2[CH3:15])=[O:7])=[CH:4][C:3]=1[F:19].Br[C:21]1[CH:29]=[CH:28][C:24]([C:25](O)=O)=[CH:23][C:22]=1F.[C:31](Cl)([C:33](Cl)=O)=O.CC1[C:42]([CH2:43][NH2:44])=C(C)ON=1.[OH2:46]. The yield is 0.690. The catalyst is ClCCCl.CN(C=O)C. The product is [CH2:6]([N:8]([CH2:31][CH3:33])[C:9]([CH:25]([C:24]1[CH:28]=[CH:29][CH:21]=[CH:22][CH:23]=1)[N:44]1[CH2:43][CH2:42][N:12]([C:2]2[CH:18]=[CH:17][C:5]([C:6]([NH:8][CH2:9][C:10]3[C:11]([CH3:16])=[N:12][O:13][C:14]=3[CH3:15])=[O:7])=[CH:4][C:3]=2[F:19])[CH2:11][CH2:10]1)=[O:46])[CH3:5]. (2) The reactants are CC1(C)OB([C:7]2[CH:12]=[CH:11][C:10]([C:13]([N:15]3[CH2:20][CH2:19][N:18]([C:21]([O:23][C:24]([CH3:27])([CH3:26])[CH3:25])=[O:22])[CH2:17][CH2:16]3)=[O:14])=[CH:9][CH:8]=2)OC1(C)C.FC1C=C(B2OC(C)(C)C(C)(C)O2)C=CC=1C(N1CCN(C(OC(C)(C)C)=O)CC1)=O.Br[C:63]1[CH:72]=[CH:71][C:66]2[C:67]([NH2:70])=[N:68][O:69][C:65]=2[CH:64]=1.C(=O)([O-])[O-].[Na+].[Na+]. The catalyst is O1CCOCC1.C(Cl)Cl.C1C=CC(P(C2C=CC=CC=2)[C-]2C=CC=C2)=CC=1.C1C=CC(P(C2C=CC=CC=2)[C-]2C=CC=C2)=CC=1.Cl[Pd]Cl.[Fe+2]. The product is [NH2:70][C:67]1[C:66]2[CH:71]=[CH:72][C:63]([C:7]3[CH:8]=[CH:9][C:10]([C:13]([N:15]4[CH2:20][CH2:19][N:18]([C:21]([O:23][C:24]([CH3:26])([CH3:25])[CH3:27])=[O:22])[CH2:17][CH2:16]4)=[O:14])=[CH:11][CH:12]=3)=[CH:64][C:65]=2[O:69][N:68]=1. The yield is 0.830. (3) The reactants are [C:1]([O:4][C@@H:5]1[C:15]2[C:10](=[N:11][CH:12]=[CH:13][CH:14]=2)[C@H:9]([O:16][Si](C(C)C)(C(C)C)C(C)C)[CH2:8][CH2:7][C@H:6]1[C:27]1[CH:32]=[CH:31][CH:30]=[C:29]([F:33])[C:28]=1[F:34])(=[O:3])[CH3:2].CCCC[N+](CCCC)(CCCC)CCCC.[F-]. The catalyst is O1CCCC1. The product is [C:1]([O:4][C@@H:5]1[C:15]2[C:10](=[N:11][CH:12]=[CH:13][CH:14]=2)[C@H:9]([OH:16])[CH2:8][CH2:7][C@H:6]1[C:27]1[CH:32]=[CH:31][CH:30]=[C:29]([F:33])[C:28]=1[F:34])(=[O:3])[CH3:2]. The yield is 0.870. (4) The reactants are [F:1][C:2]1[CH:7]=[C:6]([F:8])[CH:5]=[CH:4][C:3]=1[N:9]1[C:13]([C:14]2[S:23][C:22]3[C:21]4[N:24]=[C:25]([C:28]#[C:29][C:30]([CH3:33])([OH:32])[CH3:31])[CH:26]=[CH:27][C:20]=4[O:19][CH2:18][CH2:17][C:16]=3[CH:15]=2)=[N:12][CH:11]=[N:10]1.ClC1C=CC2OCCC3C=C(C4N(C5C=CC(F)=CC=5F)N=CN=4)SC=3C=2N=1.CC(O)(C#C)C. No catalyst specified. The product is [F:1][C:2]1[CH:7]=[C:6]([F:8])[CH:5]=[CH:4][C:3]=1[N:9]1[C:13]([C:14]2[S:23][C:22]3[C:21]4[N:24]=[C:25]([CH2:28][CH2:29][C:30]([CH3:33])([OH:32])[CH3:31])[CH:26]=[CH:27][C:20]=4[O:19][CH2:18][CH2:17][C:16]=3[CH:15]=2)=[N:12][CH:11]=[N:10]1. The yield is 0.370. (5) The reactants are [Cl:1][C:2]1[C:3]2[C:7]([CH:8]=[CH:9][C:10]=1[F:11])=[N:6][N:5]1[C:12]([CH:17]3[CH2:22][CH2:21][N:20](C(OC(C)(C)C)=O)[CH2:19][CH2:18]3)=[CH:13][C:14](=[O:16])[NH:15][C:4]=21.Cl. The catalyst is O1CCOCC1. The product is [ClH:1].[Cl:1][C:2]1[C:3]2[C:7]([CH:8]=[CH:9][C:10]=1[F:11])=[N:6][N:5]1[C:12]([CH:17]3[CH2:22][CH2:21][NH:20][CH2:19][CH2:18]3)=[CH:13][C:14](=[O:16])[NH:15][C:4]=21. The yield is 0.910. (6) The reactants are [CH3:1][N:2]1[C:10]2[CH:9]=[C:8]3[O:11][CH2:12][CH2:13][O:14][C:7]3=[CH:6][C:5]=2[C:4](=O)[C:3]1=[O:16].O.NN. The catalyst is O1CCOCC1.C(OCC)(=O)C. The product is [CH3:1][N:2]1[C:10]2[CH:9]=[C:8]3[O:11][CH2:12][CH2:13][O:14][C:7]3=[CH:6][C:5]=2[CH2:4][C:3]1=[O:16]. The yield is 0.870. (7) The catalyst is C(Cl)Cl.CO.CCOC(C)=O.CN(C=O)C.CO. The yield is 0.380. The reactants are [CH3:1][O:2][C:3]([NH:5][C@H:6]([C:10]([N:12]1[CH2:16][C@@H:15]([CH3:17])[CH2:14][C@H:13]1[C:18]1[NH:22][C:21]2[C:23]3[C:28]([CH:29]=[CH:30][C:20]=2[N:19]=1)=[CH:27][C:26]1[C:31]2[C:36]([CH2:37][O:38][C:25]=1[CH:24]=3)=[CH:35][C:34]([C:39]1[NH:43][C:42]([C@@H:44]3[CH2:48][C@H:47]([CH2:49][O:50][CH3:51])[CH2:46][N:45]3C(OC(C)(C)C)=O)=[N:41][CH:40]=1)=[CH:33][CH:32]=2)=[O:11])[CH:7]([CH3:9])[CH3:8])=[O:4].Cl.[CH3:60][O:61][C:62]([NH:64][C@H:65]([C:69]1[CH:74]=[CH:73][CH:72]=[CH:71][CH:70]=1)[C:66]([OH:68])=O)=[O:63].CCOC(C(C#N)=NOC(N1CCOCC1)=[N+](C)C)=O.F[P-](F)(F)(F)(F)F.CCN(C(C)C)C(C)C. The product is [CH3:1][O:2][C:3]([NH:5][C@@H:6]([CH:7]([CH3:9])[CH3:8])[C:10]([N:12]1[CH2:16][C@@H:15]([CH3:17])[CH2:14][C@H:13]1[C:18]1[NH:22][C:21]2[C:23]3[C:28]([CH:29]=[CH:30][C:20]=2[N:19]=1)=[CH:27][C:26]1[C:31]2[C:36]([CH2:37][O:38][C:25]=1[CH:24]=3)=[CH:35][C:34]([C:39]1[NH:43][C:42]([C@@H:44]3[CH2:48][C@H:47]([CH2:49][O:50][CH3:51])[CH2:46][N:45]3[C:66](=[O:68])[C@H:65]([NH:64][C:62](=[O:63])[O:61][CH3:60])[C:69]3[CH:74]=[CH:73][CH:72]=[CH:71][CH:70]=3)=[N:41][CH:40]=1)=[CH:33][CH:32]=2)=[O:11])=[O:4].